Dataset: Forward reaction prediction with 1.9M reactions from USPTO patents (1976-2016). Task: Predict the product of the given reaction. Given the reactants [H-].[Na+].[OH:3][C:4]1[C:13]2[C:8](=[CH:9][CH:10]=[CH:11][CH:12]=2)[C:7]([CH:14]=[O:15])=[CH:6][CH:5]=1.Br[CH2:17][C:18]1[CH:23]=[CH:22][CH:21]=[CH:20][C:19]=1[F:24].Cl, predict the reaction product. The product is: [F:24][C:19]1[CH:20]=[CH:21][CH:22]=[CH:23][C:18]=1[CH2:17][O:3][C:4]1[C:13]2[C:8](=[CH:9][CH:10]=[CH:11][CH:12]=2)[C:7]([CH:14]=[O:15])=[CH:6][CH:5]=1.